This data is from Peptide-MHC class I binding affinity with 185,985 pairs from IEDB/IMGT. The task is: Regression. Given a peptide amino acid sequence and an MHC pseudo amino acid sequence, predict their binding affinity value. This is MHC class I binding data. (1) The peptide sequence is QPLIGSRAF. The MHC is HLA-B35:01 with pseudo-sequence HLA-B35:01. The binding affinity (normalized) is 0.936. (2) The peptide sequence is GDEALRGFL. The MHC is HLA-B44:03 with pseudo-sequence HLA-B44:03. The binding affinity (normalized) is 0.0299. (3) The peptide sequence is NPDIVIYQY. The MHC is HLA-B07:02 with pseudo-sequence HLA-B07:02. The binding affinity (normalized) is 0.0518. (4) The peptide sequence is YQVPFVQAF. The MHC is HLA-B07:02 with pseudo-sequence HLA-B07:02. The binding affinity (normalized) is 0.213. (5) The peptide sequence is YTVKQPNL. The MHC is H-2-Kb with pseudo-sequence H-2-Kb. The binding affinity (normalized) is 0.339.